Task: Predict the reaction yield, written as a fraction of the theoretical maximum amount of product (1.0 means a 100% yield; for example, 0.34 means a 34% yield).. Dataset: Reaction yield outcomes from USPTO patents with 853,638 reactions (1) The reactants are CC1C(=O)NC(=O)N2C=CSC=12.[CH3:13][C:14]1[C:19](=[O:20])[NH:18][C:17](=[O:21])[N:16]2[CH:22]=[C:23]([C:25]([OH:27])=[O:26])[S:24][C:15]=12.Br[CH2:29][C:30]1[CH:37]=[CH:36][C:33]([C:34]#[N:35])=[CH:32][CH:31]=1. No catalyst specified. The product is [C:34]([C:33]1[CH:36]=[CH:37][C:30]([CH2:29][N:18]2[C:19](=[O:20])[C:14]([CH3:13])=[C:15]3[S:24][C:23]([C:25]([OH:27])=[O:26])=[CH:22][N:16]3[C:17]2=[O:21])=[CH:31][CH:32]=1)#[N:35]. The yield is 0.360. (2) The reactants are [OH:1][C:2]1[CH:11]=[C:10]([C:12]([CH3:17])([CH3:16])[C:13]([OH:15])=[O:14])[CH:9]=[C:8]2[C:3]=1[C@@H:4]1[CH2:23][C@@H:22]([OH:24])[CH2:21][CH2:20][C@H:5]1[C:6]([CH3:19])([CH3:18])[O:7]2.C(=O)(O)[O-].[Na+].Br[CH2:31][CH2:32][CH2:33][CH3:34]. The catalyst is CN(C)C=O. The product is [CH2:31]([O:14][C:13](=[O:15])[C:12]([C:10]1[CH:9]=[C:8]2[C:3]([C@@H:4]3[CH2:23][C@@H:22]([OH:24])[CH2:21][CH2:20][C@H:5]3[C:6]([CH3:19])([CH3:18])[O:7]2)=[C:2]([OH:1])[CH:11]=1)([CH3:16])[CH3:17])[CH2:32][CH2:33][CH3:34]. The yield is 0.420.